From a dataset of Reaction yield outcomes from USPTO patents with 853,638 reactions. Predict the reaction yield, written as a fraction of the theoretical maximum amount of product (1.0 means a 100% yield; for example, 0.34 means a 34% yield). (1) The reactants are [CH2:1]([S:15][CH2:16][CH2:17][OH:18])[CH2:2][CH2:3][CH2:4][CH2:5][CH2:6][CH2:7][CH2:8][CH2:9][CH2:10][CH2:11][CH2:12][CH2:13][CH3:14].N1C=CC=CC=1.[C:25](Cl)(=[O:27])[CH3:26].[NH4+].[Cl-]. The catalyst is C1COCC1.C(OCC)C. The product is [CH2:1]([S:15][CH2:16][CH2:17][O:18][C:25](=[O:27])[CH3:26])[CH2:2][CH2:3][CH2:4][CH2:5][CH2:6][CH2:7][CH2:8][CH2:9][CH2:10][CH2:11][CH2:12][CH2:13][CH3:14]. The yield is 0.720. (2) The reactants are [F:1][C:2]1[CH:16]=[CH:15][C:5]2[C:6](=[O:14])[CH2:7][C:8]3[CH:9]=[CH:10][CH:11]=[N:12][C:13]=3[C:4]=2[CH:3]=1.C1C[O:20]CC1. The catalyst is C(OCC)C.[O-2].[Cr+6].[O-2].[O-2]. The product is [F:1][C:2]1[CH:16]=[CH:15][C:5]2[C:6](=[O:14])[C:7](=[O:20])[C:8]3[CH:9]=[CH:10][CH:11]=[N:12][C:13]=3[C:4]=2[CH:3]=1. The yield is 0.440. (3) The product is [NH2:1][C@@H:2]1[C:11]2[C:6](=[CH:7][CH:8]=[CH:9][CH:10]=2)[C@H:5]([O:12][C:16]2[CH:17]=[CH:18][C:19]3[N:20]([C:22]([N:25]([CH3:27])[CH3:26])=[N:23][N:24]=3)[CH:21]=2)[CH2:4][CH2:3]1. The reactants are [NH2:1][C@@H:2]1[C:11]2[C:6](=[CH:7][CH:8]=[CH:9][CH:10]=2)[C@H:5]([OH:12])[CH2:4][CH2:3]1.[H-].[Na+].F[C:16]1[CH:17]=[CH:18][C:19]2[N:20]([C:22]([N:25]([CH3:27])[CH3:26])=[N:23][N:24]=2)[CH:21]=1. The catalyst is CN(C=O)C. The yield is 0.610. (4) The reactants are [CH:1]1([CH2:4][O:5][C:6]2[CH:7]=[C:8]([C:16]3[N:21]4[N:22]=[C:23]([C:25]5[CH:26]=[N+:27]([O-])[CH:28]=[CH:29][CH:30]=5)[N:24]=[C:20]4[N:19]=[CH:18][CH:17]=3)[CH:9]=[CH:10][C:11]=2[O:12][CH:13]([F:15])[F:14])[CH2:3][CH2:2]1.C[CH2:33][N:34](CC)CC.[Si]([C:43]#[N:44])(C)(C)C. The catalyst is CC#N. The product is [C:33]([C:28]1[CH:29]=[CH:30][C:25]([C:23]2[N:24]=[C:20]3[N:19]=[CH:18][CH:17]=[C:16]([C:8]4[CH:9]=[CH:10][C:11]([O:12][CH:13]([F:15])[F:14])=[C:6]([O:5][CH2:4][CH:1]5[CH2:3][CH2:2]5)[CH:7]=4)[N:21]3[N:22]=2)=[CH:26][N:27]=1)#[N:34].[C:43]([C:26]1[N:27]=[CH:28][CH:29]=[CH:30][C:25]=1[C:23]1[N:24]=[C:20]2[N:19]=[CH:18][CH:17]=[C:16]([C:8]3[CH:9]=[CH:10][C:11]([O:12][CH:13]([F:15])[F:14])=[C:6]([O:5][CH2:4][CH:1]4[CH2:3][CH2:2]4)[CH:7]=3)[N:21]2[N:22]=1)#[N:44]. The yield is 0.720. (5) The reactants are [F:1][C:2]1[N:7]=[CH:6][C:5]([NH2:8])=[CH:4][CH:3]=1.[C:9]([S-:11])#[N:10].[K+].BrBr.O. The catalyst is C(O)(=O)C. The product is [F:1][C:2]1[N:7]=[C:6]2[S:11][C:9]([NH2:10])=[N:8][C:5]2=[CH:4][CH:3]=1. The yield is 0.692.